Dataset: CYP3A4 inhibition data for predicting drug metabolism from PubChem BioAssay. Task: Regression/Classification. Given a drug SMILES string, predict its absorption, distribution, metabolism, or excretion properties. Task type varies by dataset: regression for continuous measurements (e.g., permeability, clearance, half-life) or binary classification for categorical outcomes (e.g., BBB penetration, CYP inhibition). Dataset: cyp3a4_veith. (1) The drug is [N-]=[N+]=NCC(N)=O. The result is 0 (non-inhibitor). (2) The drug is CCN1C(=O)[C@H]2CC[C@H]3/C(=N\NC(=O)OCc4ccccc4)C[C@@H](O)[C@@H](O)[C@@H]3[C@@H]2C1=O. The result is 0 (non-inhibitor). (3) The compound is O=c1c(-c2ccccc2)nc2cnc(N3CCNCC3)nc2n1Cc1ccc(F)cc1. The result is 1 (inhibitor). (4) The drug is O=C(Nc1cccc(F)c1)Nc1ccccn1. The result is 0 (non-inhibitor). (5) The drug is S=C(NCCSCc1ccc(Cl)cc1Cl)Nc1ccccc1. The result is 1 (inhibitor). (6) The result is 0 (non-inhibitor). The molecule is CCOc1ccc(/C(O)=C2/C(=O)C(=O)N(CC3CCCO3)C2c2ccc(C)o2)cc1.